Dataset: Retrosynthesis with 50K atom-mapped reactions and 10 reaction types from USPTO. Task: Predict the reactants needed to synthesize the given product. (1) Given the product Clc1cccc(Cn2c(Br)cc3nc(Cl)ccc32)c1, predict the reactants needed to synthesize it. The reactants are: Clc1ccc2[nH]c(Br)cc2n1.Clc1cccc(CBr)c1. (2) Given the product c1ccc2oc(-c3cnc4ccc(OC[C@@H]5CCCN5)nn34)cc2c1, predict the reactants needed to synthesize it. The reactants are: Clc1ccc2ncc(-c3cc4ccccc4o3)n2n1.OC[C@@H]1CCCN1. (3) Given the product O=[N+]([O-])c1ccc(N2CCOC[C@H]2CO)cc1, predict the reactants needed to synthesize it. The reactants are: O=[N+]([O-])c1ccc(F)cc1.OC[C@@H]1COCCN1. (4) Given the product COC(=O)c1cccc2cc(-c3ccc(OCc4c(-c5c(Cl)cccc5Cl)noc4C4CCC4)cc3)ccc12, predict the reactants needed to synthesize it. The reactants are: COC(=O)c1cccc2cc(-c3ccc(O)cc3)ccc12.OCc1c(-c2c(Cl)cccc2Cl)noc1C1CCC1. (5) Given the product CCOc1ccc(COc2ccc3oc(C(C)=O)cc3c2)cc1, predict the reactants needed to synthesize it. The reactants are: CC(=O)c1cc2cc(O)ccc2o1.CCOc1ccc(CCl)cc1.